This data is from Full USPTO retrosynthesis dataset with 1.9M reactions from patents (1976-2016). The task is: Predict the reactants needed to synthesize the given product. (1) Given the product [CH3:54][CH2:55][CH2:56][CH2:57][CH2:45][CH2:44][CH2:43][CH2:29][CH2:28][CH2:27][CH2:25][CH2:24][O:23][S:86]([O-:87])(=[O:2])=[O:1].[Na+:12], predict the reactants needed to synthesize it. The reactants are: [OH2:1].[OH2:2].O.O.O.O.[Cl-].[Gd+3].[Cl-].[Cl-].[OH-].[Na+:12].C(O[Si]([O:23][CH2:24][CH3:25])(OCC)OCC)C.N[CH2:27][CH2:28][CH2:29][Si](OCC)(OCC)OCC.Cl.CN(C)[CH2:43][CH2:44][CH2:45]N=C=NCC.ON1[C:57](=O)[CH2:56][CH2:55][C:54]1=O.C1N(CCN(CC(O)=O)CCN2CC(=O)OC(=O)C2)CC(=O)OC1=O.C[S:86](C)=[O:87]. (2) Given the product [CH3:27][N:28]1[CH2:33][CH2:32][N:31]([CH2:34][CH2:35][C:36]2[CH:42]=[CH:41][C:39]([NH:40]/[C:16](=[C:6]3\[C:5](=[O:26])[NH:4][C:12]4[C:7]\3=[CH:8][C:9]([N+:13]([O-:15])=[O:14])=[CH:10][CH:11]=4)/[C:17]3[CH:18]=[CH:19][CH:20]=[CH:21][CH:22]=3)=[CH:38][CH:37]=2)[CH2:30][CH2:29]1, predict the reactants needed to synthesize it. The reactants are: C([N:4]1[C:12]2[C:7](=[CH:8][C:9]([N+:13]([O-:15])=[O:14])=[CH:10][CH:11]=2)[C:6](=[C:16](OCC)[C:17]2[CH:22]=[CH:21][CH:20]=[CH:19][CH:18]=2)[C:5]1=[O:26])(=O)C.[CH3:27][N:28]1[CH2:33][CH2:32][N:31]([CH2:34][CH2:35][C:36]2[CH:42]=[CH:41][C:39]([NH2:40])=[CH:38][CH:37]=2)[CH2:30][CH2:29]1.[OH-].[Na+]. (3) Given the product [ClH:28].[F:27][C:2]([F:1])([C:20]1[CH:25]=[CH:24][C:23]([F:26])=[CH:22][CH:21]=1)[CH2:3][N:4]1[CH2:9][CH2:8][CH:7]([NH:10][C:11]2[C:12]3[CH:19]=[CH:18][NH:17][C:13]=3[N:14]=[CH:15][N:16]=2)[CH2:6][CH2:5]1, predict the reactants needed to synthesize it. The reactants are: [F:1][C:2]([F:27])([C:20]1[CH:25]=[CH:24][C:23]([F:26])=[CH:22][CH:21]=1)[CH2:3][N:4]1[CH2:9][CH2:8][CH:7]([NH:10][C:11]2[C:12]3[CH:19]=[CH:18][NH:17][C:13]=3[N:14]=[CH:15][N:16]=2)[CH2:6][CH2:5]1.[ClH:28]. (4) Given the product [CH3:1][C:2]1[CH:6]=[CH:5][S:4][C:3]=1[C:7]([NH:14][C:15]1[CH:20]=[CH:19][C:18]([N:21]2[C:27](=[O:28])[CH2:26][C:25](=[O:29])[NH:24][C:23]3[C:30]4[C:35]([CH:36]=[CH:37][C:22]2=3)=[CH:34][CH:33]=[CH:32][CH:31]=4)=[CH:17][CH:16]=1)=[O:9], predict the reactants needed to synthesize it. The reactants are: [CH3:1][C:2]1[CH:6]=[CH:5][S:4][C:3]=1[C:7]([OH:9])=O.S(Cl)(Cl)=O.[NH2:14][C:15]1[CH:20]=[CH:19][C:18]([N:21]2[C:27](=[O:28])[CH2:26][C:25](=[O:29])[NH:24][C:23]3[C:30]4[C:35]([CH:36]=[CH:37][C:22]2=3)=[CH:34][CH:33]=[CH:32][CH:31]=4)=[CH:17][CH:16]=1. (5) Given the product [NH2:1][C:2]1[CH:9]=[CH:8][C:5]([C:6]#[N:7])=[CH:4][C:3]=1[Cl:10], predict the reactants needed to synthesize it. The reactants are: [NH2:1][C:2]1[CH:9]=[CH:8][C:5]([C:6]#[N:7])=[CH:4][CH:3]=1.[Cl:10]N1C(=O)CCC1=O.